The task is: Predict which catalyst facilitates the given reaction.. This data is from Catalyst prediction with 721,799 reactions and 888 catalyst types from USPTO. Reactant: [C:1]1([NH2:8])[CH:6]=[CH:5][CH:4]=[CH:3][C:2]=1[NH2:7].C[Al](C)C.CO[C:15](=O)[CH:16]([C:25]1[CH:30]=[CH:29][CH:28]=[C:27]([Br:31])[CH:26]=1)[S:17][C:18]1[CH2:19][CH2:20][N:21]([CH3:24])[CH2:22][CH:23]=1.[OH-].[Na+]. Product: [Br:31][C:27]1[CH:26]=[C:25]([CH:16]([S:17][C:18]2[CH2:23][CH2:22][N:21]([CH3:24])[CH2:20][CH:19]=2)[C:15]2[NH:8][C:1]3[CH:6]=[CH:5][CH:4]=[CH:3][C:2]=3[N:7]=2)[CH:30]=[CH:29][CH:28]=1. The catalyst class is: 93.